Task: Regression. Given two drug SMILES strings and cell line genomic features, predict the synergy score measuring deviation from expected non-interaction effect.. Dataset: NCI-60 drug combinations with 297,098 pairs across 59 cell lines (1) Drug 1: CN1CCC(CC1)COC2=C(C=C3C(=C2)N=CN=C3NC4=C(C=C(C=C4)Br)F)OC. Drug 2: C1=CC(=C2C(=C1NCCNCCO)C(=O)C3=C(C=CC(=C3C2=O)O)O)NCCNCCO. Cell line: OVCAR-4. Synergy scores: CSS=41.3, Synergy_ZIP=-0.687, Synergy_Bliss=4.56, Synergy_Loewe=2.53, Synergy_HSA=7.93. (2) Drug 1: C1=C(C(=O)NC(=O)N1)F. Drug 2: C(CCl)NC(=O)N(CCCl)N=O. Cell line: SF-539. Synergy scores: CSS=39.9, Synergy_ZIP=-8.79, Synergy_Bliss=-17.1, Synergy_Loewe=-22.1, Synergy_HSA=-16.2. (3) Drug 1: C1CCN(CC1)CCOC2=CC=C(C=C2)C(=O)C3=C(SC4=C3C=CC(=C4)O)C5=CC=C(C=C5)O. Drug 2: C1CCC(CC1)NC(=O)N(CCCl)N=O. Cell line: HOP-92. Synergy scores: CSS=34.6, Synergy_ZIP=-4.86, Synergy_Bliss=1.14, Synergy_Loewe=3.97, Synergy_HSA=3.26. (4) Drug 1: CN(C)C1=NC(=NC(=N1)N(C)C)N(C)C. Drug 2: CS(=O)(=O)CCNCC1=CC=C(O1)C2=CC3=C(C=C2)N=CN=C3NC4=CC(=C(C=C4)OCC5=CC(=CC=C5)F)Cl. Cell line: SF-295. Synergy scores: CSS=1.25, Synergy_ZIP=-1.30, Synergy_Bliss=-3.54, Synergy_Loewe=-3.12, Synergy_HSA=-3.27. (5) Cell line: SK-OV-3. Synergy scores: CSS=-4.22, Synergy_ZIP=4.63, Synergy_Bliss=6.03, Synergy_Loewe=-4.17, Synergy_HSA=-3.72. Drug 2: CS(=O)(=O)OCCCCOS(=O)(=O)C. Drug 1: COC1=NC(=NC2=C1N=CN2C3C(C(C(O3)CO)O)O)N. (6) Drug 1: CCC1=CC2CC(C3=C(CN(C2)C1)C4=CC=CC=C4N3)(C5=C(C=C6C(=C5)C78CCN9C7C(C=CC9)(C(C(C8N6C)(C(=O)OC)O)OC(=O)C)CC)OC)C(=O)OC.C(C(C(=O)O)O)(C(=O)O)O. Drug 2: CC12CCC3C(C1CCC2OP(=O)(O)O)CCC4=C3C=CC(=C4)OC(=O)N(CCCl)CCCl.[Na+]. Cell line: IGROV1. Synergy scores: CSS=35.4, Synergy_ZIP=-8.49, Synergy_Bliss=-6.28, Synergy_Loewe=-38.5, Synergy_HSA=-4.59. (7) Drug 1: CC1C(C(CC(O1)OC2CC(CC3=C2C(=C4C(=C3O)C(=O)C5=C(C4=O)C(=CC=C5)OC)O)(C(=O)C)O)N)O.Cl. Drug 2: CC1=C(C=C(C=C1)NC(=O)C2=CC=C(C=C2)CN3CCN(CC3)C)NC4=NC=CC(=N4)C5=CN=CC=C5. Cell line: MALME-3M. Synergy scores: CSS=26.5, Synergy_ZIP=-3.88, Synergy_Bliss=4.46, Synergy_Loewe=-17.0, Synergy_HSA=1.51. (8) Drug 1: CC1=C(C=C(C=C1)NC2=NC=CC(=N2)N(C)C3=CC4=NN(C(=C4C=C3)C)C)S(=O)(=O)N.Cl. Drug 2: CC(C)CN1C=NC2=C1C3=CC=CC=C3N=C2N. Cell line: CCRF-CEM. Synergy scores: CSS=-0.399, Synergy_ZIP=0.386, Synergy_Bliss=0.445, Synergy_Loewe=-0.0983, Synergy_HSA=0.0130. (9) Drug 1: CN(C)C1=NC(=NC(=N1)N(C)C)N(C)C. Drug 2: CC(C)CN1C=NC2=C1C3=CC=CC=C3N=C2N. Cell line: T-47D. Synergy scores: CSS=-7.18, Synergy_ZIP=1.89, Synergy_Bliss=-1.81, Synergy_Loewe=-3.15, Synergy_HSA=-6.07.